Dataset: Forward reaction prediction with 1.9M reactions from USPTO patents (1976-2016). Task: Predict the product of the given reaction. (1) The product is: [CH3:1][C:2]1[C:7]([O:8][CH2:9][C:10]([F:12])([F:11])[F:13])=[CH:6][CH:5]=[N:4][C:3]=1[CH2:14][S+:15]([O-:26])[C:16]1[NH:20][C:19]2[CH:21]=[CH:22][CH:23]=[CH:24][C:18]=2[N:17]=1. Given the reactants [CH3:1][C:2]1[C:3]([CH2:14][S:15][C:16]2[NH:20][C:19]3[CH:21]=[CH:22][CH:23]=[CH:24][C:18]=3[N:17]=2)=[N:4][CH:5]=[CH:6][C:7]=1[O:8][CH2:9][C:10]([F:13])([F:12])[F:11].C(C(C(C(OCC)=O)O)O)(OCC)=[O:26].C(N(C(C)C)CC)(C)C.[O-]O.C1(C(C)C)C=CC=CC=1, predict the reaction product. (2) Given the reactants [N:1]1([C:6]2[CH:7]=[C:8]([CH:10]=[CH:11][CH:12]=2)[NH2:9])[CH:5]=[CH:4][N:3]=[CH:2]1.C([Li])CCC.Cl[C:19]1[O:23][N:22]=[C:21]2[C:24]3[CH:32]=[C:31]([CH3:33])[CH:30]=[CH:29][C:25]=3[O:26][CH2:27][CH2:28][C:20]=12, predict the reaction product. The product is: [N:1]1([C:6]2[CH:7]=[C:8]([NH:9][C:19]3[O:23][N:22]=[C:21]4[C:24]5[CH:32]=[C:31]([CH3:33])[CH:30]=[CH:29][C:25]=5[O:26][CH2:27][CH2:28][C:20]=34)[CH:10]=[CH:11][CH:12]=2)[CH:5]=[CH:4][N:3]=[CH:2]1. (3) Given the reactants FC(F)(F)S(O[C:7]1[CH:8]=[C:9]2[C:13](=[CH:14][CH:15]=1)[C:12]1=[N:16][CH:17]=[CH:18][N:11]1[C:10]2([C:30]1[CH:35]=[CH:34][C:33]([Cl:36])=[CH:32][CH:31]=1)[CH2:19][CH2:20][C:21]([N:23]1[CH:27]([CH3:28])[CH2:26][CH2:25][CH:24]1[CH3:29])=[O:22])(=O)=O.[CH3:39]B(O)O.C([O-])([O-])=O.[K+].[K+].O, predict the reaction product. The product is: [Cl:36][C:33]1[CH:34]=[CH:35][C:30]([C:10]2([CH2:19][CH2:20][C:21]([N:23]3[CH:27]([CH3:28])[CH2:26][CH2:25][CH:24]3[CH3:29])=[O:22])[C:9]3[C:13](=[CH:14][CH:15]=[C:7]([CH3:39])[CH:8]=3)[C:12]3=[N:16][CH:17]=[CH:18][N:11]23)=[CH:31][CH:32]=1. (4) Given the reactants N1C=CN=C1.S(Cl)(Cl)=O.[NH2:10][C:11]1[CH:16]=[CH:15][C:14]([C:17]#[N:18])=[CH:13][C:12]=1[S:19]([NH2:22])(=[O:21])=[O:20].[OH:23][C@H:24]([C@H:28]1[O:33][CH2:32][CH2:31][N:30]([C:34]2[CH:39]=[CH:38][C:37]([CH3:40])=[CH:36][CH:35]=2)[C:29]1=[O:41])[C:25](O)=[O:26].N1C=CN=N1, predict the reaction product. The product is: [C:17]([C:14]1[CH:15]=[CH:16][C:11]([NH:10][C:25](=[O:26])[C@H:24]([OH:23])[C@H:28]2[O:33][CH2:32][CH2:31][N:30]([C:34]3[CH:35]=[CH:36][C:37]([CH3:40])=[CH:38][CH:39]=3)[C:29]2=[O:41])=[C:12]([S:19](=[O:20])(=[O:21])[NH2:22])[CH:13]=1)#[N:18]. (5) Given the reactants [N+:1]([C:4]1[CH:12]=[C:11]2[C:7]([CH2:8][CH2:9][C:10]2=[O:13])=[CH:6][CH:5]=1)([O-:3])=[O:2].FC(F)(F)S(O)(=O)=[O:17].ClC1C=C(C=CC=1)C(OO)=O.C1(=O)C2C(=CC=CC=2)CC1, predict the reaction product. The product is: [N+:1]([C:4]1[CH:12]=[C:11]2[C:7]([CH2:8][CH2:9][C:10](=[O:13])[O:17]2)=[CH:6][CH:5]=1)([O-:3])=[O:2].